Dataset: Catalyst prediction with 721,799 reactions and 888 catalyst types from USPTO. Task: Predict which catalyst facilitates the given reaction. (1) Reactant: [C:1]([Si:5](Cl)([C:12]1[CH:17]=[CH:16][CH:15]=[CH:14][CH:13]=1)[C:6]1[CH:11]=[CH:10][CH:9]=[CH:8][CH:7]=1)([CH3:4])([CH3:3])[CH3:2].[CH2:19]([C:21]1[CH:28]=[CH:27][C:24]([CH:25]=[O:26])=[CH:23][C:22]=1[OH:29])[CH3:20].C(N(CC)CC)C.[Cl-].[NH4+]. Product: [Si:5]([O:29][C:22]1[CH:23]=[C:24]([CH:27]=[CH:28][C:21]=1[CH2:19][CH3:20])[CH:25]=[O:26])([C:1]([CH3:4])([CH3:3])[CH3:2])([C:12]1[CH:17]=[CH:16][CH:15]=[CH:14][CH:13]=1)[C:6]1[CH:11]=[CH:10][CH:9]=[CH:8][CH:7]=1. The catalyst class is: 119. (2) Reactant: [SH:1][CH2:2][CH2:3][CH2:4][OH:5].[OH-].[Na+].[Br:8][C:9]1[CH:10]=[N:11][CH:12]=[C:13](Br)[CH:14]=1.[Na+].[Cl-]. Product: [Br:8][C:9]1[CH:14]=[C:13]([S:1][CH2:2][CH2:3][CH2:4][OH:5])[CH:12]=[N:11][CH:10]=1. The catalyst class is: 145.